From a dataset of Full USPTO retrosynthesis dataset with 1.9M reactions from patents (1976-2016). Predict the reactants needed to synthesize the given product. The reactants are: [O:1]1[C:6]2[CH:7]=[CH:8][C:9]([C:11]3[CH:12]=[C:13]([CH:17]=[C:18]([O:20][CH2:21][CH2:22][CH2:23][CH2:24][CH2:25][CH2:26][C:27]4[CH:32]=[CH:31][CH:30]=[C:29]([O:33][CH2:34][CH2:35][CH2:36][C:37]([O:39]CC)=[O:38])[C:28]=4[CH2:42][CH2:43][C:44]([O:46]CC)=[O:45])[CH:19]=3)[C:14](O)=[O:15])=[CH:10][C:5]=2[O:4][CH2:3][CH2:2]1.[CH3:49][NH:50][CH3:51]. Given the product [C:44]([CH2:43][CH2:42][C:28]1[C:27]([CH2:26][CH2:25][CH2:24][CH2:23][CH2:22][CH2:21][O:20][C:18]2[CH:17]=[C:13]([C:14](=[O:15])[N:50]([CH3:51])[CH3:49])[CH:12]=[C:11]([C:9]3[CH:8]=[CH:7][C:6]4[O:1][CH2:2][CH2:3][O:4][C:5]=4[CH:10]=3)[CH:19]=2)=[CH:32][CH:31]=[CH:30][C:29]=1[O:33][CH2:34][CH2:35][CH2:36][C:37]([OH:39])=[O:38])([OH:46])=[O:45], predict the reactants needed to synthesize it.